Dataset: Full USPTO retrosynthesis dataset with 1.9M reactions from patents (1976-2016). Task: Predict the reactants needed to synthesize the given product. (1) Given the product [CH3:16][O:17][C:18](=[O:19])/[CH:20]=[CH:14]/[C:5]1[CH:6]=[C:7]2[C:12](=[CH:13][C:4]=1[N+:1]([O-:3])=[O:2])[N:11]=[CH:10][CH:9]=[CH:8]2, predict the reactants needed to synthesize it. The reactants are: [N+:1]([C:4]1[CH:13]=[C:12]2[C:7]([CH:8]=[CH:9][CH:10]=[N:11]2)=[CH:6][C:5]=1[CH:14]=O)([O-:3])=[O:2].[CH3:16][O:17][C:18]([CH:20]=P(C1C=CC=CC=1)(C1C=CC=CC=1)C1C=CC=CC=1)=[O:19]. (2) Given the product [C:1]([C:5]1[CH:6]=[CH:7][CH:8]=[C:9]2[C:14]=1[N:13]=[C:12]([C:15]1[N:19]3[CH:20]=[C:21]([C:24]([N:29]([O:30][CH3:31])[CH3:28])=[O:26])[CH:22]=[CH:23][C:18]3=[N:17][N:16]=1)[CH:11]=[CH:10]2)([CH3:3])([CH3:2])[CH3:4], predict the reactants needed to synthesize it. The reactants are: [C:1]([C:5]1[CH:6]=[CH:7][CH:8]=[C:9]2[C:14]=1[N:13]=[C:12]([C:15]1[N:19]3[CH:20]=[C:21]([C:24]([OH:26])=O)[CH:22]=[CH:23][C:18]3=[N:17][N:16]=1)[CH:11]=[CH:10]2)([CH3:4])([CH3:3])[CH3:2].Cl.[CH3:28][NH:29][O:30][CH3:31].CCN(C(C)C)C(C)C.CN(C(ON1N=NC2C=CC=NC1=2)=[N+](C)C)C.F[P-](F)(F)(F)(F)F. (3) Given the product [C:2]([O:5][C:6]1[CH:7]=[C:8]([CH:23]=[CH:24][C:25]=1[CH3:26])[NH:9][C:10]1[C:19]2[C:14](=[CH:15][C:16]([O:22][CH2:35][C:36]3[CH:41]=[CH:40][N:39]=[CH:38][CH:37]=3)=[C:17]([O:20][CH3:21])[CH:18]=2)[N:13]=[CH:12][N:11]=1)(=[O:4])[CH3:3], predict the reactants needed to synthesize it. The reactants are: Cl.[C:2]([O:5][C:6]1[CH:7]=[C:8]([CH:23]=[CH:24][C:25]=1[CH3:26])[NH:9][C:10]1[C:19]2[C:14](=[CH:15][C:16]([OH:22])=[C:17]([O:20][CH3:21])[CH:18]=2)[N:13]=[CH:12][N:11]=1)(=[O:4])[CH3:3].C(=O)([O-])[O-].[K+].[K+].Br.Br[CH2:35][C:36]1[CH:41]=[CH:40][N:39]=[CH:38][CH:37]=1.